This data is from Catalyst prediction with 721,799 reactions and 888 catalyst types from USPTO. The task is: Predict which catalyst facilitates the given reaction. (1) Reactant: [CH3:1][C:2]1[C:3]([C:22]2[CH:27]=[CH:26][CH:25]=[C:24]([C:28]([F:31])([F:30])[F:29])[CH:23]=2)=[N:4][C:5]2[C:10]([C:11]=1[C:12]([O:14]C)=[O:13])=[CH:9][C:8]([S:16]([CH3:19])(=[O:18])=[O:17])=[C:7]([O:20]C)[CH:6]=2.Br. Product: [OH:20][C:7]1[CH:6]=[C:5]2[C:10]([C:11]([C:12]([OH:14])=[O:13])=[C:2]([CH3:1])[C:3]([C:22]3[CH:27]=[CH:26][CH:25]=[C:24]([C:28]([F:30])([F:31])[F:29])[CH:23]=3)=[N:4]2)=[CH:9][C:8]=1[S:16]([CH3:19])(=[O:18])=[O:17]. The catalyst class is: 86. (2) Reactant: [NH2:1][C:2]1[CH:7]=[CH:6][C:5]([OH:8])=[CH:4][CH:3]=1.CC(C)([O-])C.[K+].Cl[C:16]1[CH:21]=[CH:20][N:19]=[C:18]([C:22]([NH:24][CH3:25])=[O:23])[CH:17]=1.C([O-])([O-])=O.[K+].[K+]. Product: [CH3:25][NH:24][C:22]([C:18]1[CH:17]=[C:16]([O:8][C:5]2[CH:6]=[CH:7][C:2]([NH2:1])=[CH:3][CH:4]=2)[CH:21]=[CH:20][N:19]=1)=[O:23]. The catalyst class is: 3. (3) Reactant: [CH3:1][O:2][C:3](=[O:14])[C:4]1[C:5](=[CH:7][CH:8]=[C:9]([C:11](=[O:13])[CH3:12])[CH:10]=1)[OH:6].[CH2:15](Br)[C:16]1[CH:21]=[CH:20][CH:19]=[CH:18][CH:17]=1.C(=O)([O-])[O-].[K+].[K+]. Product: [CH3:1][O:2][C:3](=[O:14])[C:4]1[CH:10]=[C:9]([C:11](=[O:13])[CH3:12])[CH:8]=[CH:7][C:5]=1[O:6][CH2:15][C:16]1[CH:21]=[CH:20][CH:19]=[CH:18][CH:17]=1. The catalyst class is: 573. (4) Reactant: C[O:2][C:3]1[C:8]([C:9]2[CH:14]=[CH:13][C:12]([O:15][C:16]3[CH:21]=[CH:20][N:19]=[C:18]([C:22]4[CH:23]=[N:24][N:25]([CH3:27])[CH:26]=4)[CH:17]=3)=[C:11]([CH3:28])[N:10]=2)=[CH:7][N:6]=[C:5]([N:29]2[CH2:33][CH2:32][C@H:31]([N:34]([CH3:36])[CH3:35])[CH2:30]2)[N:4]=1.Br.CC#N. Product: [CH3:35][N:34]([CH3:36])[C@H:31]1[CH2:32][CH2:33][N:29]([C:5]2[NH:4][C:3](=[O:2])[C:8]([C:9]3[CH:14]=[CH:13][C:12]([O:15][C:16]4[CH:21]=[CH:20][N:19]=[C:18]([C:22]5[CH:23]=[N:24][N:25]([CH3:27])[CH:26]=5)[CH:17]=4)=[C:11]([CH3:28])[N:10]=3)=[CH:7][N:6]=2)[CH2:30]1. The catalyst class is: 52. (5) Reactant: [N+:1]([C:4]1[CH:11]=[CH:10][C:7]([CH:8]=O)=[CH:6][CH:5]=1)([O-:3])=[O:2].C1(C)C=CC=CC=1.[CH3:19][C:20]1([CH3:28])[O:27][C:25](=[O:26])[CH2:24][C:22](=[O:23])[O:21]1.N1CCCCC1. Product: [CH3:19][C:20]1([CH3:28])[O:27][C:25](=[O:26])[C:24](=[CH:8][C:7]2[CH:10]=[CH:11][C:4]([N+:1]([O-:3])=[O:2])=[CH:5][CH:6]=2)[C:22](=[O:23])[O:21]1. The catalyst class is: 15. (6) Reactant: Cl.[NH2:2][C:3]1[CH:8]=[CH:7][C:6]([OH:9])=[CH:5][CH:4]=1.CC([O-])(C)C.[K+].[Cl:16][C:17]1[C:18]([C:24]([NH2:26])=[O:25])=[N:19][CH:20]=[CH:21][C:22]=1Cl. Product: [NH2:2][C:3]1[CH:8]=[CH:7][C:6]([O:9][C:22]2[CH:21]=[CH:20][N:19]=[C:18]([C:24]([NH2:26])=[O:25])[C:17]=2[Cl:16])=[CH:5][CH:4]=1. The catalyst class is: 3.